From a dataset of Forward reaction prediction with 1.9M reactions from USPTO patents (1976-2016). Predict the product of the given reaction. Given the reactants C1(C)C=CC=CC=1.N1CCCCC1.[C:14]12([C:24]3[CH:25]=[C:26]([C:33]4[CH:40]=[CH:39][C:36]([CH:37]=O)=[CH:35][CH:34]=4)[CH:27]=[C:28]4[O:32][CH2:31][O:30][C:29]=34)[CH2:23][CH:18]3[CH2:19][CH:20]([CH2:22][CH:16]([CH2:17]3)[CH2:15]1)[CH2:21]2.[S:41]1[CH2:45][C:44](=[O:46])[NH:43][C:42]1=[O:47], predict the reaction product. The product is: [C:14]12([C:24]3[CH:25]=[C:26]([C:33]4[CH:40]=[CH:39][C:36]([CH:37]=[C:45]5[S:41][C:42](=[O:47])[NH:43][C:44]5=[O:46])=[CH:35][CH:34]=4)[CH:27]=[C:28]4[O:32][CH2:31][O:30][C:29]=34)[CH2:23][CH:18]3[CH2:17][CH:16]([CH2:22][CH:20]([CH2:19]3)[CH2:21]1)[CH2:15]2.